This data is from Catalyst prediction with 721,799 reactions and 888 catalyst types from USPTO. The task is: Predict which catalyst facilitates the given reaction. Reactant: [Br:1][C:2]1[CH:7]=[CH:6][C:5]([CH:8]2[C:19]3[C:11](=[CH:12][C:13]4[CH:14]([C:21]5[CH:26]=[CH:25][C:24]([Br:27])=[CH:23][CH:22]=5)[C:15](=[O:20])[NH:16][C:17]=4[CH:18]=3)[NH:10][C:9]2=[O:28])=[CH:4][CH:3]=1.C1(Cl)C(=O)C(Cl)=C(Cl)C(=O)C=1Cl. Product: [Br:27][C:24]1[CH:25]=[CH:26][C:21]([C:14]2[C:15](=[O:20])[NH:16][C:17]3[C:13]=2[CH:12]=[C:11]2[C:19](=[C:8]([C:5]4[CH:6]=[CH:7][C:2]([Br:1])=[CH:3][CH:4]=4)[C:9](=[O:28])[NH:10]2)[CH:18]=3)=[CH:22][CH:23]=1. The catalyst class is: 15.